From a dataset of hERG Central: cardiac toxicity at 1µM, 10µM, and general inhibition. Predict hERG channel inhibition at various concentrations. (1) The drug is O=C(/C=C/c1ccc([N+](=O)[O-])cc1)Nc1cccnc1. Results: hERG_inhib (hERG inhibition (general)): blocker. (2) The drug is CCn1c(CSCc2ccc(F)cc2)nnc1SCC(=O)N1CCN(c2ccccc2)CC1. Results: hERG_inhib (hERG inhibition (general)): blocker. (3) The molecule is O=C(CC1Sc2ccccc2NC1=O)OCc1cc(=O)oc2cc(O)ccc12. Results: hERG_inhib (hERG inhibition (general)): blocker. (4) The compound is Cc1ccc2nc3c(cc(C(=O)NC4CCCC4)c(=N)n3C3CCCCC3)c(=O)n2c1. Results: hERG_inhib (hERG inhibition (general)): blocker.